From a dataset of Catalyst prediction with 721,799 reactions and 888 catalyst types from USPTO. Predict which catalyst facilitates the given reaction. (1) Reactant: [F:1][C:2]1[CH:7]=[CH:6][C:5]([C:8]([C:10]2[CH:15]=[C:14]([O:16][C:17]([F:22])([F:21])[CH:18]([F:20])[F:19])[CH:13]=[C:12]([F:23])[CH:11]=2)=O)=[CH:4][C:3]=1[O:24][CH3:25].[CH3:26][C:27]([S@:30]([NH2:32])=[O:31])([CH3:29])[CH3:28]. Product: [F:1][C:2]1[CH:7]=[CH:6][C:5]([C:8]([C:10]2[CH:15]=[C:14]([O:16][C:17]([F:22])([F:21])[CH:18]([F:20])[F:19])[CH:13]=[C:12]([F:23])[CH:11]=2)=[N:32][S@@:30]([C:27]([CH3:29])([CH3:28])[CH3:26])=[O:31])=[CH:4][C:3]=1[O:24][CH3:25]. The catalyst class is: 1. (2) The catalyst class is: 30. Reactant: C[O:2][C:3](=[O:17])[CH2:4][CH2:5][C:6]1[N:10]=[C:9]([C:11]2[CH:16]=[CH:15][CH:14]=[CH:13][CH:12]=2)[O:8][N:7]=1.O[Li].O. Product: [C:11]1([C:9]2[O:8][N:7]=[C:6]([CH2:5][CH2:4][C:3]([OH:17])=[O:2])[N:10]=2)[CH:12]=[CH:13][CH:14]=[CH:15][CH:16]=1. (3) Reactant: Cl[C:2]1[CH:3]=[C:4]([NH:10][C:11]2[N:16]=[CH:15][C:14]([N:17]3[CH2:22][CH2:21][N:20]([C:23]([O:25][C:26]([CH3:29])([CH3:28])[CH3:27])=[O:24])[CH2:19][C@@H:18]3[CH3:30])=[CH:13][CH:12]=2)[C:5]([O:8][CH3:9])=[N:6][CH:7]=1.C([O:34][CH2:35][C:36]1[C:37]([N:45]2[CH2:56][CH2:55][N:54]3[C:47](=[CH:48][C:49]4[CH2:50][C:51]([CH3:58])([CH3:57])[CH2:52][C:53]=43)[C:46]2=[O:59])=[N:38][CH:39]=[CH:40][C:41]=1B(O)O)(=O)C.C1CCC(P(C2CCCCC2)C2CCCCC2)CC1.C([O-])([O-])=O.[Cs+].[Cs+].O.[OH-].[Li+]. Product: [CH3:57][C:51]1([CH3:58])[CH2:50][C:49]2[CH:48]=[C:47]3[N:54]([CH2:55][CH2:56][N:45]([C:37]4[C:36]([CH2:35][OH:34])=[C:41]([C:2]5[CH:3]=[C:4]([NH:10][C:11]6[N:16]=[CH:15][C:14]([N:17]7[CH2:22][CH2:21][N:20]([C:23]([O:25][C:26]([CH3:27])([CH3:29])[CH3:28])=[O:24])[CH2:19][C@@H:18]7[CH3:30])=[CH:13][CH:12]=6)[C:5]([O:8][CH3:9])=[N:6][CH:7]=5)[CH:40]=[CH:39][N:38]=4)[C:46]3=[O:59])[C:53]=2[CH2:52]1. The catalyst class is: 552. (4) The catalyst class is: 1. Product: [Br:1][C:2]1[N:7]=[C:6]2[C:8]([C:11]([NH:13][C:14]3([CH3:17])[CH2:15][CH2:16]3)=[O:12])=[CH:9][N:10]([C:26]([C:27]3[CH:32]=[CH:31][CH:30]=[CH:29][CH:28]=3)([C:39]3[CH:40]=[CH:41][CH:42]=[CH:43][CH:44]=3)[C:33]3[CH:34]=[CH:35][CH:36]=[CH:37][CH:38]=3)[C:5]2=[N:4][CH:3]=1. Reactant: [Br:1][C:2]1[N:7]=[C:6]2[C:8]([C:11]([NH:13][C:14]3([CH3:17])[CH2:16][CH2:15]3)=[O:12])=[CH:9][NH:10][C:5]2=[N:4][CH:3]=1.CCN(CC)CC.Cl[C:26]([C:39]1[CH:44]=[CH:43][CH:42]=[CH:41][CH:40]=1)([C:33]1[CH:38]=[CH:37][CH:36]=[CH:35][CH:34]=1)[C:27]1[CH:32]=[CH:31][CH:30]=[CH:29][CH:28]=1. (5) Reactant: Cl.Cl.Cl.[CH:4]1([C:7]2[N:12]=[C:11]([C:13]3[CH:14]=[N:15][N:16]([C:18]4([CH2:22][C:23]#[N:24])[CH2:21][NH:20][CH2:19]4)[CH:17]=3)[N:10]3[CH:25]=[CH:26][N:27]=[C:9]3[CH:8]=2)[CH2:6][CH2:5]1.C(#N)C.FC(F)(F)S(O[CH2:37][C:38]([F:41])([F:40])[F:39])(=O)=O. Product: [CH:4]1([C:7]2[N:12]=[C:11]([C:13]3[CH:14]=[N:15][N:16]([C:18]4([CH2:22][C:23]#[N:24])[CH2:21][N:20]([CH2:37][C:38]([F:41])([F:40])[F:39])[CH2:19]4)[CH:17]=3)[N:10]3[CH:25]=[CH:26][N:27]=[C:9]3[CH:8]=2)[CH2:6][CH2:5]1. The catalyst class is: 6. (6) Reactant: [H-].[Na+].[C:3]([CH:5]([CH:10]([C:21]1[CH:26]=[CH:25][CH:24]=[CH:23][C:22]=1[O:27][CH3:28])[C:11]1[C:20]2[C:15](=[CH:16][CH:17]=[CH:18][CH:19]=2)[CH:14]=[CH:13][CH:12]=1)[C:6]([O:8][CH3:9])=[O:7])#[N:4].[CH3:29][O:30][CH2:31]Cl. Product: [C:3]([C@:5]([CH2:29][O:30][CH3:31])([C@H:10]([C:21]1[CH:26]=[CH:25][CH:24]=[CH:23][C:22]=1[O:27][CH3:28])[C:11]1[C:20]2[C:15](=[CH:16][CH:17]=[CH:18][CH:19]=2)[CH:14]=[CH:13][CH:12]=1)[C:6]([O:8][CH3:9])=[O:7])#[N:4]. The catalyst class is: 3. (7) Reactant: [CH3:1][C:2]([OH:6])([C:4]#[CH:5])[CH3:3].Br[C:8]1[CH:13]=[CH:12][C:11]([Br:14])=[CH:10][N:9]=1.C(NC(C)C)(C)C.O. Product: [Br:14][C:11]1[CH:12]=[CH:13][C:8]([C:5]#[C:4][C:2]([CH3:3])([OH:6])[CH3:1])=[N:9][CH:10]=1. The catalyst class is: 516. (8) Reactant: Br[CH2:2][C:3]([C:5]1[CH:10]=[CH:9][CH:8]=[CH:7][CH:6]=1)=O.[C:11]([CH:14]1[N:19]([CH3:20])[CH2:18][CH2:17][N:16]([C:21]([O:23][C:24]([CH3:27])([CH3:26])[CH3:25])=[O:22])[CH2:15]1)(=[S:13])[NH2:12]. Product: [CH3:20][N:19]1[CH2:18][CH2:17][N:16]([C:21]([O:23][C:24]([CH3:27])([CH3:25])[CH3:26])=[O:22])[CH2:15][CH:14]1[C:11]1[S:13][CH:2]=[C:3]([C:5]2[CH:10]=[CH:9][CH:8]=[CH:7][CH:6]=2)[N:12]=1. The catalyst class is: 14. (9) Reactant: [NH2:1][C:2]1[C:7]([OH:8])=[CH:6][CH:5]=[CH:4][N:3]=1.Cl[CH2:10][C:11](=O)[CH3:12]. Product: [OH:8][C:7]1[C:2]2[N:3]([CH:10]=[C:11]([CH3:12])[N:1]=2)[CH:4]=[CH:5][CH:6]=1. The catalyst class is: 5.